From a dataset of Full USPTO retrosynthesis dataset with 1.9M reactions from patents (1976-2016). Predict the reactants needed to synthesize the given product. (1) The reactants are: [CH2:1]([N:3]([CH2:51][CH3:52])[C@H:4]([C:45]1[CH:50]=[CH:49][CH:48]=[CH:47][CH:46]=1)[C:5]([N:7]1[CH2:11][CH2:10][CH2:9][C@H:8]1[C:12]([NH:14][C:15]1[CH:20]=[CH:19][C:18]([CH2:21][N:22]([C:38]2[CH:43]=[CH:42][C:41]([F:44])=[CH:40][CH:39]=2)[CH2:23][C:24]2[CH:29]=[CH:28][C:27]([NH:30][C:31]([C@@H:33]3[CH2:37][CH2:36][CH2:35][NH:34]3)=[O:32])=[CH:26][CH:25]=2)=[CH:17][CH:16]=1)=[O:13])=[O:6])[CH3:2].[CH3:53][O:54][C:55]([NH:57][C@@H:58]([C@H:62]1[CH2:66][CH2:65][O:64][CH2:63]1)[C:59](O)=[O:60])=[O:56]. Given the product [CH2:51]([N:3]([CH2:1][CH3:2])[C@H:4]([C:45]1[CH:50]=[CH:49][CH:48]=[CH:47][CH:46]=1)[C:5]([N:7]1[CH2:11][CH2:10][CH2:9][C@H:8]1[C:12]([NH:14][C:15]1[CH:16]=[CH:17][C:18]([CH2:21][N:22]([CH2:23][C:24]2[CH:29]=[CH:28][C:27]([NH:30][C:31]([C@@H:33]3[CH2:37][CH2:36][CH2:35][N:34]3[C:59](=[O:60])[C@@H:58]([NH:57][C:55](=[O:56])[O:54][CH3:53])[C@H:62]3[CH2:66][CH2:65][O:64][CH2:63]3)=[O:32])=[CH:26][CH:25]=2)[C:38]2[CH:39]=[CH:40][C:41]([F:44])=[CH:42][CH:43]=2)=[CH:19][CH:20]=1)=[O:13])=[O:6])[CH3:52], predict the reactants needed to synthesize it. (2) Given the product [Si:14]([O:21][CH2:22][CH:23]1[CH2:24][CH2:25][C:26]([CH3:1])([C:29]([O:31][CH3:32])=[O:30])[CH2:27][CH2:28]1)([C:17]([CH3:20])([CH3:19])[CH3:18])([CH3:15])[CH3:16], predict the reactants needed to synthesize it. The reactants are: [CH:1](NNC(C)C)(C)C.[Li]CCCC.[Si:14]([O:21][CH2:22][CH:23]1[CH2:28][CH2:27][CH:26]([C:29]([O:31][CH3:32])=[O:30])[CH2:25][CH2:24]1)([C:17]([CH3:20])([CH3:19])[CH3:18])([CH3:16])[CH3:15].IC.[NH4+].[Cl-].